This data is from Full USPTO retrosynthesis dataset with 1.9M reactions from patents (1976-2016). The task is: Predict the reactants needed to synthesize the given product. (1) The reactants are: [CH2:1]([O:3][C:4]1[CH:9]=[CH:8][C:7]([CH2:10][C:11]([NH:13][C:14]2[CH:19]=[C:18]([N:20]([CH3:27])[C:21](=[O:26])[CH2:22][CH:23]([CH3:25])[CH3:24])[CH:17]=[CH:16][C:15]=2[N+:28]([O-])=O)=[O:12])=[CH:6][CH:5]=1)[CH3:2]. Given the product [CH2:1]([O:3][C:4]1[CH:5]=[CH:6][C:7]([CH2:10][C:11]([NH:13][C:14]2[CH:19]=[C:18]([N:20]([CH3:27])[C:21](=[O:26])[CH2:22][CH:23]([CH3:24])[CH3:25])[CH:17]=[CH:16][C:15]=2[NH2:28])=[O:12])=[CH:8][CH:9]=1)[CH3:2], predict the reactants needed to synthesize it. (2) Given the product [CH3:26][N:30]([CH3:29])[C:2]1([CH3:25])[CH2:7][CH2:6][CH:5]([O:8][C:9]2[C:20]3[C:19]4[C@@H:18]([CH2:21][C:22]([NH2:24])=[O:23])[CH2:17][CH2:16][C:15]=4[S:14][C:13]=3[N:12]=[CH:11][N:10]=2)[CH2:4][CH2:3]1, predict the reactants needed to synthesize it. The reactants are: N[C:2]1([CH3:25])[CH2:7][CH2:6][CH:5]([O:8][C:9]2[C:20]3[C:19]4[C@@H:18]([CH2:21][C:22]([NH2:24])=[O:23])[CH2:17][CH2:16][C:15]=4[S:14][C:13]=3[N:12]=[CH:11][N:10]=2)[CH2:4][CH2:3]1.[CH2:26]=O.[BH3-][C:29]#[N:30].[Na+].